Task: Predict the reactants needed to synthesize the given product.. Dataset: Full USPTO retrosynthesis dataset with 1.9M reactions from patents (1976-2016) Given the product [Cl:1][C:2]1[CH:11]=[C:10]2[C:5]([CH:6]=[C:7]([C:15]3[CH:20]=[C:19]([S:21][CH3:22])[CH:18]=[CH:17][C:16]=3[F:23])[C:8](=[O:26])[N:9]2[CH2:12][CH3:13])=[CH:4][N:3]=1, predict the reactants needed to synthesize it. The reactants are: [Cl:1][C:2]1[CH:11]=[C:10]2[C:5]([CH:6]=[C:7]([C:15]3[CH:20]=[C:19]([S:21][CH3:22])[CH:18]=[CH:17][C:16]=3[F:23])[C:8](=N)[N:9]2[CH2:12][CH3:13])=[CH:4][N:3]=1.CC(OC(C)=O)=[O:26].